Dataset: Catalyst prediction with 721,799 reactions and 888 catalyst types from USPTO. Task: Predict which catalyst facilitates the given reaction. Reactant: C(C1N=C(NC(C2C=CN3C(=O)C(/C=C/C4N(CC5C=CC(OC)=CC=5)N=NN=4)=C(O)N=C3C=2)=O)SC=1)(C)(C)C.[C:41]([C:45]1[N:46]=[C:47]([NH:50][C:51]([CH2:53][C:54]2[CH:93]=[CH:92][N:57]3[C:58](=[O:91])[C:59](/[CH:75]=[CH:76]/[C:77]4[N:81](CC5C=CC(OC)=CC=5)[N:80]=[N:79][N:78]=4)=[C:60]([N:62]4[CH2:67][CH2:66][CH2:65][C@H:64]([NH:68][C:69](=[O:74])[CH2:70][N:71]([CH3:73])[CH3:72])[CH2:63]4)[N:61]=[C:56]3[CH:55]=2)=[O:52])[S:48][CH:49]=1)([CH3:44])([CH3:43])[CH3:42].P(Cl)(OC1C=CC=CC=1)(OC1C=CC=CC=1)=O.C(N(C(C)C)CC)(C)C.N1CCC[C@H](NC(=O)CN(C)C)C1.C(=O)([O-])O.[Na+]. Product: [C:41]([C:45]1[N:46]=[C:47]([NH:50][C:51]([CH2:53][C:54]2[CH:93]=[CH:92][N:57]3[C:58](=[O:91])[C:59](/[CH:75]=[CH:76]/[C:77]4[NH:81][N:80]=[N:79][N:78]=4)=[C:60]([N:62]4[CH2:67][CH2:66][CH2:65][C@H:64]([NH:68][C:69](=[O:74])[CH2:70][N:71]([CH3:73])[CH3:72])[CH2:63]4)[N:61]=[C:56]3[CH:55]=2)=[O:52])[S:48][CH:49]=1)([CH3:44])([CH3:42])[CH3:43]. The catalyst class is: 444.